The task is: Predict the reactants needed to synthesize the given product.. This data is from Full USPTO retrosynthesis dataset with 1.9M reactions from patents (1976-2016). (1) Given the product [Cl:26][C:25]1[C:20]([N:17]2[CH2:16][CH2:15][C:11]3[N:12]=[CH:13][N:14]=[C:9]([NH:8][C:5]4[CH:6]=[CH:7][C:2]([F:1])=[CH:3][CH:4]=4)[C:10]=3[CH2:18]2)=[N:21][CH:22]=[CH:23][CH:24]=1, predict the reactants needed to synthesize it. The reactants are: [F:1][C:2]1[CH:7]=[CH:6][C:5]([NH:8][C:9]2[C:10]3[CH2:18][NH:17][CH2:16][CH2:15][C:11]=3[N:12]=[CH:13][N:14]=2)=[CH:4][CH:3]=1.Cl[C:20]1[C:25]([Cl:26])=[CH:24][CH:23]=[CH:22][N:21]=1.C(N(CC)C(C)C)(C)C. (2) The reactants are: [F:1][C:2]1[CH:7]=[C:6]([S:8][CH3:9])[CH:5]=[CH:4][C:3]=1B(O)O.Br[C:14]1[N:19]=[CH:18][C:17]([O:20][CH2:21][CH:22]2[CH2:27][CH2:26][N:25]([C:28]([O:30][CH:31]([CH3:33])[CH3:32])=[O:29])[CH2:24][CH2:23]2)=[CH:16][CH:15]=1.C([O-])([O-])=O.[Na+].[Na+].O. Given the product [F:1][C:2]1[CH:7]=[C:6]([S:8][CH3:9])[CH:5]=[CH:4][C:3]=1[C:14]1[N:19]=[CH:18][C:17]([O:20][CH2:21][CH:22]2[CH2:23][CH2:24][N:25]([C:28]([O:30][CH:31]([CH3:33])[CH3:32])=[O:29])[CH2:26][CH2:27]2)=[CH:16][CH:15]=1, predict the reactants needed to synthesize it.